Dataset: Full USPTO retrosynthesis dataset with 1.9M reactions from patents (1976-2016). Task: Predict the reactants needed to synthesize the given product. (1) Given the product [O:15]1[CH2:14][CH2:13][O:16][CH:1]1[C:3]1[CH:4]=[C:5]([CH:10]=[CH:11][CH:12]=1)[C:6]([O:8][CH3:9])=[O:7], predict the reactants needed to synthesize it. The reactants are: [CH:1]([C:3]1[CH:4]=[C:5]([CH:10]=[CH:11][CH:12]=1)[C:6]([O:8][CH3:9])=[O:7])=O.[CH2:13]([OH:16])[CH2:14][OH:15].O.C1(C)C=CC(S(O)(=O)=O)=CC=1. (2) The reactants are: [C:1]([NH:5][C:6]1[C:7](/[CH:26]=[N:27]/O)=[N:8][C:9]2[C:14]([N:15]=1)=[C:13]([C:16]1[NH:24][C:23]3[CH2:22][CH2:21][NH:20][C:19](=[O:25])[C:18]=3[CH:17]=1)[CH:12]=[CH:11][CH:10]=2)([CH3:4])([CH3:3])[CH3:2].CCCP1(OP(CCC)(=O)OP(CCC)(=O)O1)=O. Given the product [C:1]([NH:5][C:6]1[C:7]([C:26]#[N:27])=[N:8][C:9]2[C:14]([N:15]=1)=[C:13]([C:16]1[NH:24][C:23]3[CH2:22][CH2:21][NH:20][C:19](=[O:25])[C:18]=3[CH:17]=1)[CH:12]=[CH:11][CH:10]=2)([CH3:4])([CH3:2])[CH3:3], predict the reactants needed to synthesize it. (3) Given the product [C:5]1([C:8]2[CH:13]=[CH:12][CH:11]=[CH:10][CH:9]=2)[CH:6]=[CH:7][C:2]([CH2:19][O:14][CH2:15][CH2:16][OH:17])=[CH:3][CH:4]=1, predict the reactants needed to synthesize it. The reactants are: Cl[C:2]1[CH:7]=[CH:6][C:5]([C:8]2[CH:13]=[CH:12][CH:11]=[CH:10][CH:9]=2)=[CH:4][CH:3]=1.[O:14]1[CH2:19]C[O:17][CH2:16][CH2:15]1.C(=O)([O-])[O-].[Cs+].[Cs+].C1(P(C2CCCCC2)C2C=CC=CC=2C2C(OC)=CC=CC=2OC)CCCCC1. (4) Given the product [NH3:17].[Si:59]([O:58][C@H:20]([C:12]1[CH:11]=[CH:10][C:9]([OH:8])=[C:18]2[C:13]=1[CH:14]=[CH:15][C:16](=[O:19])[NH:17]2)[CH2:21][NH:22][CH2:23][CH2:24][CH2:25][CH2:26][CH2:27][CH2:28][CH2:29][CH2:30][CH2:31][N:32]1[CH2:37][CH2:36][CH:35]([CH2:38][N:39]2[CH:43]=[N:42][C:41]([C@:44]([CH:52]3[CH2:53][CH2:54][CH2:55][CH2:56][CH2:57]3)([OH:51])[C:45]3[CH:50]=[CH:49][CH:48]=[CH:47][CH:46]=3)=[N:40]2)[CH2:34][CH2:33]1)([C:62]([CH3:64])([CH3:65])[CH3:63])([CH3:61])[CH3:60], predict the reactants needed to synthesize it. The reactants are: C([O:8][C:9]1[CH:10]=[CH:11][C:12]([C@@H:20]([O:58][Si:59]([C:62]([CH3:65])([CH3:64])[CH3:63])([CH3:61])[CH3:60])[CH2:21][NH:22][CH2:23][CH2:24][CH2:25][CH2:26][CH2:27][CH2:28][CH2:29][CH2:30][CH2:31][N:32]2[CH2:37][CH2:36][CH:35]([CH2:38][N:39]3[CH:43]=[N:42][C:41]([C@:44]([CH:52]4[CH2:57][CH2:56][CH2:55][CH2:54][CH2:53]4)([OH:51])[C:45]4[CH:50]=[CH:49][CH:48]=[CH:47][CH:46]=4)=[N:40]3)[CH2:34][CH2:33]2)=[C:13]2[C:18]=1[NH:17][C:16](=[O:19])[CH:15]=[CH:14]2)C1C=CC=CC=1.C([O-])=O.[NH4+]. (5) Given the product [C:1]([O:5][C:6]([N:8]1[CH2:13][CH2:12][CH:11]([CH2:14][CH2:15][CH2:16][OH:17])[CH2:10][CH2:9]1)=[O:7])([CH3:4])([CH3:3])[CH3:2], predict the reactants needed to synthesize it. The reactants are: [C:1]([O:5][C:6]([N:8]1[CH2:13][CH2:12][CH:11]([C:14]#[C:15][CH2:16][OH:17])[CH2:10][CH2:9]1)=[O:7])([CH3:4])([CH3:3])[CH3:2].